From a dataset of Forward reaction prediction with 1.9M reactions from USPTO patents (1976-2016). Predict the product of the given reaction. (1) Given the reactants [O:1]=[C:2]([CH2:8][CH2:9][C:10]1[CH:15]=[CH:14][CH:13]=[CH:12][C:11]=1[CH2:16][O:17][CH2:18][CH2:19][NH:20][C:21]([C:34]1[CH:39]=[CH:38][CH:37]=[CH:36][CH:35]=1)([C:28]1[CH:33]=[CH:32][CH:31]=[CH:30][CH:29]=1)[C:22]1[CH:27]=[CH:26][CH:25]=[CH:24][CH:23]=1)[CH2:3][C:4]([O:6][CH3:7])=[O:5].[Cl:40][C:41]1[CH:48]=[CH:47][CH:46]=[C:45]([Cl:49])[C:42]=1[CH:43]=O.C(O)(=O)C.N1CCCCC1, predict the reaction product. The product is: [CH3:7][O:6][C:4](=[O:5])[C:3]([C:2](=[O:1])[CH2:8][CH2:9][C:10]1[CH:15]=[CH:14][CH:13]=[CH:12][C:11]=1[CH2:16][O:17][CH2:18][CH2:19][NH:20][C:21]([C:34]1[CH:39]=[CH:38][CH:37]=[CH:36][CH:35]=1)([C:28]1[CH:29]=[CH:30][CH:31]=[CH:32][CH:33]=1)[C:22]1[CH:23]=[CH:24][CH:25]=[CH:26][CH:27]=1)=[CH:43][C:42]1[C:41]([Cl:40])=[CH:48][CH:47]=[CH:46][C:45]=1[Cl:49]. (2) Given the reactants [NH2:1][C:2]1[CH:11]=[CH:10][C:5]([C:6]([O:8][CH3:9])=[O:7])=[CH:4][C:3]=1[CH3:12].[N:13]([O-])=O.[Na+].O.O.[Sn](Cl)Cl.[OH-].[Na+], predict the reaction product. The product is: [NH:1]([C:2]1[CH:11]=[CH:10][C:5]([C:6]([O:8][CH3:9])=[O:7])=[CH:4][C:3]=1[CH3:12])[NH2:13]. (3) The product is: [CH3:16][O:17][C:18](=[O:19])[C@H:20]([OH:22])[CH2:21][NH:1][C:2]1[CH:3]=[C:4]2[C:8](=[CH:9][CH:10]=1)[N:7]([CH:11]([CH3:14])[CH2:12][F:13])[C:6](=[O:15])[CH2:5]2. Given the reactants [NH2:1][C:2]1[CH:3]=[C:4]2[C:8](=[CH:9][CH:10]=1)[N:7]([CH:11]([CH3:14])[CH2:12][F:13])[C:6](=[O:15])[CH2:5]2.[CH3:16][O:17][C:18]([C@@H:20]1[O:22][CH2:21]1)=[O:19].FC(F)(F)S([O-])(=O)=O.[Li+], predict the reaction product.